Dataset: Full USPTO retrosynthesis dataset with 1.9M reactions from patents (1976-2016). Task: Predict the reactants needed to synthesize the given product. (1) Given the product [CH2:8]([O:7][C:5](=[O:6])[CH2:4][C:3]1[N:28]=[C:26]([NH:25][C:15]2[CH:16]=[CH:17][C:18]([N:19]3[CH:23]=[C:22]([CH3:24])[N:21]=[CH:20]3)=[C:13]([O:12][CH3:11])[CH:14]=2)[S:27][CH:2]=1)[CH3:9], predict the reactants needed to synthesize it. The reactants are: Cl[CH2:2][C:3](=O)[CH2:4][C:5]([O:7][CH2:8][CH3:9])=[O:6].[CH3:11][O:12][C:13]1[CH:14]=[C:15]([NH:25][C:26]([NH2:28])=[S:27])[CH:16]=[CH:17][C:18]=1[N:19]1[CH:23]=[C:22]([CH3:24])[N:21]=[CH:20]1. (2) Given the product [C:34]([OH:46])(=[O:45])[CH2:35][C:36]([CH2:41][C:42]([OH:44])=[O:43])([C:38]([OH:40])=[O:39])[OH:37].[CH:1]1([NH:8][C:9]2[N:14]=[C:13]([NH:15][C:16]3[CH:21]=[CH:20][C:19]([O:22][CH3:23])=[C:18]([F:24])[CH:17]=3)[N:12]=[C:11]([N:25]([CH3:33])[CH:26]3[CH2:27][CH2:28][N:29]([CH3:32])[CH2:30][CH2:31]3)[N:10]=2)[CH2:2][CH2:3][CH2:4][CH2:5][CH2:6][CH2:7]1, predict the reactants needed to synthesize it. The reactants are: [CH:1]1([NH:8][C:9]2[N:14]=[C:13]([NH:15][C:16]3[CH:21]=[CH:20][C:19]([O:22][CH3:23])=[C:18]([F:24])[CH:17]=3)[N:12]=[C:11]([N:25]([CH3:33])[CH:26]3[CH2:31][CH2:30][N:29]([CH3:32])[CH2:28][CH2:27]3)[N:10]=2)[CH2:7][CH2:6][CH2:5][CH2:4][CH2:3][CH2:2]1.[C:34]([OH:46])(=[O:45])[CH2:35][C:36]([CH2:41][C:42]([OH:44])=[O:43])([C:38]([OH:40])=[O:39])[OH:37]. (3) Given the product [ClH:1].[N:12]1([C:15]2[CH:16]=[C:17]([CH2:21][OH:22])[CH:18]=[CH:19][CH:20]=2)[CH2:13][CH2:14][NH:9][CH2:10][CH2:11]1, predict the reactants needed to synthesize it. The reactants are: [ClH:1].C(OC([N:9]1[CH2:14][CH2:13][N:12]([C:15]2[CH:20]=[CH:19][CH:18]=[C:17]([CH2:21][OH:22])[CH:16]=2)[CH2:11][CH2:10]1)=O)(C)(C)C. (4) Given the product [Cl:15][C:16]1[CH:17]=[C:18]([NH:14][C:6]2[C:7]3[C:8](=[CH:9][N:10]=[CH:11][CH:12]=3)[S:13][C:5]=2[C:3]([O:2][CH3:1])=[O:4])[CH:20]=[CH:21][C:22]=1[F:23], predict the reactants needed to synthesize it. The reactants are: [CH3:1][O:2][C:3]([C:5]1[S:13][C:8]2=[CH:9][N:10]=[CH:11][CH:12]=[C:7]2[C:6]=1[NH2:14])=[O:4].[Cl:15][C:16]1[CH:17]=[C:18]([CH:20]=[CH:21][C:22]=1[F:23])N.C1C=CC(P(C2C(C3C(P(C4C=CC=CC=4)C4C=CC=CC=4)=CC=C4C=3C=CC=C4)=C3C(C=CC=C3)=CC=2)C2C=CC=CC=2)=CC=1.CC(C1C=C(C(C)C)C(C2C=CC=CC=2P(C2CCCCC2)C2CCCCC2)=C(C(C)C)C=1)C. (5) Given the product [NH2:1][C:2]1[N:7]=[C:6]([C:8]2[O:9][C:10]([C:18]([O:20][CH2:21][CH3:22])=[CH2:19])=[CH:11][CH:12]=2)[C:5]([C:14]#[N:15])=[C:4]([S:16][CH3:17])[N:3]=1, predict the reactants needed to synthesize it. The reactants are: [NH2:1][C:2]1[N:7]=[C:6]([C:8]2[O:9][C:10](Br)=[CH:11][CH:12]=2)[C:5]([C:14]#[N:15])=[C:4]([S:16][CH3:17])[N:3]=1.[CH2:18]([O:20][C:21]([Sn](CCCC)(CCCC)CCCC)=[CH2:22])[CH3:19]. (6) Given the product [Cl:1][C:2]1[N:23]=[C:5]2[C:6]([C:10]#[C:11][C:12]3[CH:17]=[CH:16][CH:15]=[CH:14][C:13]=3[N:18]([CH3:24])[S:19]([CH3:22])(=[O:21])=[O:20])=[CH:7][CH:8]=[CH:9][N:4]2[N:3]=1, predict the reactants needed to synthesize it. The reactants are: [Cl:1][C:2]1[N:23]=[C:5]2[C:6]([C:10]#[C:11][C:12]3[CH:17]=[CH:16][CH:15]=[CH:14][C:13]=3[NH:18][S:19]([CH3:22])(=[O:21])=[O:20])=[CH:7][CH:8]=[CH:9][N:4]2[N:3]=1.[C:24](=O)([O-])[O-].[Cs+].[Cs+].IC.